Dataset: Catalyst prediction with 721,799 reactions and 888 catalyst types from USPTO. Task: Predict which catalyst facilitates the given reaction. (1) Reactant: [Br:1][C:2]1[CH:3]=[C:4]2[C:9](=[CH:10][CH:11]=1)[N:8]=[C:7]([NH:12][C:13]([CH3:16])([CH3:15])[CH3:14])[C:6](/[CH:17]=[C:18](\[CH3:22])/[C:19](O)=[O:20])=[CH:5]2.[Cl-].[CH3:24][C:25]1([CH3:32])[CH2:30][CH:29]([NH3+:31])[CH2:28][CH2:27][O:26]1.CN(C(ON1N=NC2C=CC=NC1=2)=[N+](C)C)C.F[P-](F)(F)(F)(F)F.CCN(C(C)C)C(C)C. Product: [Br:1][C:2]1[CH:3]=[C:4]2[C:9](=[CH:10][CH:11]=1)[N:8]=[C:7]([NH:12][C:13]([CH3:15])([CH3:14])[CH3:16])[C:6](/[CH:17]=[C:18](\[CH3:22])/[C:19]([NH:31][CH:29]1[CH2:28][CH2:27][O:26][C:25]([CH3:32])([CH3:24])[CH2:30]1)=[O:20])=[CH:5]2. The catalyst class is: 136. (2) Reactant: [C:1]([C:3]([C:12]#[N:13])=[C:4]([NH:6][C:7](=[O:11])[N:8]([CH3:10])[CH3:9])[SH:5])#[N:2].[OH:14]O. Product: [C:1]([C:3]1[C:12]([OH:14])=[N:13][S:5][C:4]=1[NH:6][C:7](=[O:11])[N:8]([CH3:10])[CH3:9])#[N:2]. The catalyst class is: 6. (3) Product: [Br:1][C:2]1[CH:3]=[CH:4][C:5]([F:25])=[C:6]([CH2:8][NH:9][C:10]([C@@H:12]2[C@@H:17]3[C@@H:15]([CH2:16]3)[CH2:14][NH:13]2)=[O:11])[CH:7]=1. Reactant: [Br:1][C:2]1[CH:3]=[CH:4][C:5]([F:25])=[C:6]([CH2:8][NH:9][C:10]([C@@H:12]2[C@@H:17]3[C@@H:15]([CH2:16]3)[CH2:14][N:13]2C(OC(C)(C)C)=O)=[O:11])[CH:7]=1.Cl. The catalyst class is: 12. (4) Reactant: [C:1]([C:5]1[CH:6]=[C:7]([NH:18][C:19]([NH:21][C:22]2[C:31]3[C:26](=[CH:27][CH:28]=[CH:29][CH:30]=3)[C:25]([O:32][C:33]3[CH:38]=[CH:37][N:36]=[C:35](Cl)[CH:34]=3)=[CH:24][CH:23]=2)=[O:20])[C:8]([O:16][CH3:17])=[C:9]([NH:11][S:12]([CH3:15])(=[O:14])=[O:13])[CH:10]=1)([CH3:4])([CH3:3])[CH3:2].[CH3:40][O:41][C:42]1[CH:43]=[C:44]([CH:46]=[C:47]([S:49]([CH2:51][CH2:52][O:53][CH2:54][CH2:55][O:56][CH2:57][CH2:58][O:59][CH3:60])=[O:50])[CH:48]=1)[NH2:45].C([O-])([O-])=O.[K+].[K+].CC(C1C=C(C(C)C)C(C2C(P(C3CCCCC3)C3CCCCC3)=C(OC)C=CC=2OC)=C(C(C)C)C=1)C. Product: [C:1]([C:5]1[CH:10]=[C:9]([NH:11][S:12]([CH3:15])(=[O:14])=[O:13])[C:8]([O:16][CH3:17])=[C:7]([NH:18][C:19]([NH:21][C:22]2[C:31]3[C:26](=[CH:27][CH:28]=[CH:29][CH:30]=3)[C:25]([O:32][C:33]3[CH:38]=[CH:37][N:36]=[C:35]([NH:45][C:44]4[CH:46]=[C:47]([S:49]([CH2:51][CH2:52][O:53][CH2:54][CH2:55][O:56][CH2:57][CH2:58][O:59][CH3:60])=[O:50])[CH:48]=[C:42]([O:41][CH3:40])[CH:43]=4)[CH:34]=3)=[CH:24][CH:23]=2)=[O:20])[CH:6]=1)([CH3:4])([CH3:3])[CH3:2]. The catalyst class is: 37. (5) Reactant: [NH:1]1[CH:5]=[N:4][CH:3]=[N:2]1.S(Cl)(Cl)=O.[Br:10][C:11]1[CH:16]=[CH:15][C:14]([CH:17]2[CH2:26][CH:25](O)[C:24]3[C:19](=[CH:20][CH:21]=[CH:22][CH:23]=3)[NH:18]2)=[CH:13][CH:12]=1. Product: [Br:10][C:11]1[CH:12]=[CH:13][C:14]([CH:17]2[CH2:26][CH:25]([N:1]3[CH:5]=[N:4][CH:3]=[N:2]3)[C:24]3[C:19](=[CH:20][CH:21]=[CH:22][CH:23]=3)[NH:18]2)=[CH:15][CH:16]=1. The catalyst class is: 10. (6) Reactant: [NH2:1][CH:2]1[CH2:7][CH2:6][N:5]([C:8]([O:10][C:11]([CH3:14])([CH3:13])[CH3:12])=[O:9])[CH2:4][CH2:3]1.CCN(CC)CC.Cl[C:23]([O:25][CH3:26])=[O:24].OS([O-])(=O)=O.[K+]. Product: [C:11]([O:10][C:8]([N:5]1[CH2:4][CH2:3][CH:2]([NH:1][C:23]([O:25][CH3:26])=[O:24])[CH2:7][CH2:6]1)=[O:9])([CH3:14])([CH3:13])[CH3:12]. The catalyst class is: 2.